Dataset: Drug-target binding data from BindingDB using IC50 measurements. Task: Regression. Given a target protein amino acid sequence and a drug SMILES string, predict the binding affinity score between them. We predict pIC50 (pIC50 = -log10(IC50 in M); higher means more potent). Dataset: bindingdb_ic50. (1) The small molecule is COC(=O)[C@H](Cc1ccc(-c2ccoc2)cc1)NC(=O)CCCCCCC(=O)NO. The target protein (Q4QQW4) has sequence MAQTQGTKRKVCYYYDGDVGNYYYGQGHPMKPHRIRMTHNLLLNYGLYRKMEIYRPHKANAEEMTKYHSDDYIKFLRSIRPDNMSEYSKQMQRFNVGEDCPVFDGLFEFCQLSTGGSVASAVKLNKQQTDIAVNWAGGLHHAKKSEASGFCYVNDIVLAILELLKYHQRVLYIDIDIHHGDGVEEAFYTTDRVMTVSFHKYGEYFPGTGDLRDIGAGKGKYYAVNYPLRDGIDDESYEAIFKPVMSKVMEMFQPSAVVLQCGSDSLSGDRLGCFNLTIKGHAKCVEFVKSFNLPMLMLGGGGYTIRNVARCWTYETAVALDTEIPNELPYNDYFEYFGPDFKLHISPSNMTNQNTNEYLEKIKQRLFENLRMLPHAPGVQMQAIPEDAIPEESGDEDEEDPDKRISICSSDKRIACEEEFSDSDEEGEGGRKNSSNFKKAKRVKTEDEKEKDPEEKKEVTEEEKTKEEKPEAKGVKEEVKMA. The pIC50 is 5.5. (2) The small molecule is CCOC(=O)c1c(-c2ccccc2)oc2ccc(O)c(CN3CCC(C)CC3)c12. The target protein sequence is MADVAESQENAPAERAELTVPEMRQWLRNWVGKAVGKAPDSIDESVPMVELGLSSRDAVAMAADIEDLTGVTLSVAVAFAHPTIESLATRIIEGEPETDLAGDDAEDWSRTGPAERVDIAIVGLSTRFPGEMNTPEQTWQALLEGRDGITDLPDGRWSEFLEEPRLAARVAGARTRGGYLKDIKGFDSEFFAVAKTEADNIDPQQRMALELTWEALEHARIPASSLRGQAVGVYIGSSTNDYSFLAVSDPTVAHPYAITGTSSSIIANRVSYFYDFHGPSVTIDTACSSSLVAIHQGVQALRNGEADVVVAGGVNALITPMVTLGFDEIGAVLAPDGRIKSFSADADGYTRSEGGGMLVLKRVDDARRDGDAILAVIAGSAVNHDGRSNGLIAPNQDAQADVLRRAYKDAGIDPRTVDYIEAHGTGTILGDPIEAEALGRVVGRGRPADRPALLGAVKTNVGHLESAAGAASMAKVVLALQHDKLPPSINFAGPSPYIDF.... The pIC50 is 6.6.